Predict the reaction yield, written as a fraction of the theoretical maximum amount of product (1.0 means a 100% yield; for example, 0.34 means a 34% yield). From a dataset of Reaction yield outcomes from USPTO patents with 853,638 reactions. (1) The reactants are [NH:1]1[CH2:6][CH2:5][CH2:4][CH2:3][CH2:2]1.Cl.C(N=C=NCCCN(C)C)C.[CH3:19][O:20][C:21]1[C:22](=[O:45])[C:23]([CH3:44])=[C:24]([CH2:30][C:31]2[CH:32]=[CH:33][C:34]([O:40][C:41](=[O:43])[CH3:42])=[C:35]([CH:39]=2)[C:36](O)=[O:37])[C:25](=[O:29])[C:26]=1[O:27][CH3:28]. The catalyst is C(Cl)Cl. The product is [CH3:19][O:20][C:21]1[C:22](=[O:45])[C:23]([CH3:44])=[C:24]([CH2:30][C:31]2[CH:32]=[CH:33][C:34]([O:40][C:41](=[O:43])[CH3:42])=[C:35]([CH:39]=2)[C:36]([N:1]2[CH2:6][CH2:5][CH2:4][CH2:3][CH2:2]2)=[O:37])[C:25](=[O:29])[C:26]=1[O:27][CH3:28]. The yield is 0.170. (2) The reactants are Cl[C:2]1[N:7]=[C:6]([N:8]2[CH2:13][CH2:12][O:11][CH2:10][CH2:9]2)[C:5]([O:14][CH3:15])=[CH:4][N:3]=1.[N+:16]([C:19]1[CH:20]=[C:21](B(O)O)[CH:22]=[CH:23][CH:24]=1)([O-:18])=[O:17].C([O-])([O-])=O.[Na+].[Na+]. The catalyst is C1C=CC([P]([Pd]([P](C2C=CC=CC=2)(C2C=CC=CC=2)C2C=CC=CC=2)([P](C2C=CC=CC=2)(C2C=CC=CC=2)C2C=CC=CC=2)[P](C2C=CC=CC=2)(C2C=CC=CC=2)C2C=CC=CC=2)(C2C=CC=CC=2)C2C=CC=CC=2)=CC=1. The product is [CH3:15][O:14][C:5]1[C:6]([N:8]2[CH2:13][CH2:12][O:11][CH2:10][CH2:9]2)=[N:7][C:2]([C:23]2[CH:22]=[CH:21][CH:20]=[C:19]([N+:16]([O-:18])=[O:17])[CH:24]=2)=[N:3][CH:4]=1. The yield is 0.400.